From a dataset of Full USPTO retrosynthesis dataset with 1.9M reactions from patents (1976-2016). Predict the reactants needed to synthesize the given product. (1) Given the product [ClH:26].[NH:16]1[CH2:17][CH2:18][CH:13]([CH2:12][N:11]2[CH2:10][C:9]3[C:4](=[CH:5][CH:6]=[CH:7][CH:8]=3)[NH:3][C:2]2=[O:1])[CH2:14][CH2:15]1, predict the reactants needed to synthesize it. The reactants are: [O:1]=[C:2]1[N:11]([CH2:12][CH:13]2[CH2:18][CH2:17][N:16](C(OC(C)(C)C)=O)[CH2:15][CH2:14]2)[CH2:10][C:9]2[C:4](=[CH:5][CH:6]=[CH:7][CH:8]=2)[NH:3]1.[ClH:26].O1CCOCC1. (2) The reactants are: ClC1C(Cl)=CN=C([N:9]2[CH2:14][CH2:13][CH:12]([C:15]3[S:16][CH:17]=[C:18]([CH2:20][O:21][C:22]4[CH:27]=[CH:26][C:25]([N:28]5[CH:32]=[N:31][N:30]=[N:29]5)=[CH:24][CH:23]=4)[N:19]=3)[CH2:11][CH2:10]2)N=1.Cl[C:34]([O:36][CH2:37][CH:38]=[CH2:39])=[O:35]. Given the product [CH2:37]([O:36][C:34]([N:9]1[CH2:14][CH2:13][CH:12]([C:15]2[S:16][CH:17]=[C:18]([CH2:20][O:21][C:22]3[CH:27]=[CH:26][C:25]([N:28]4[CH:32]=[N:31][N:30]=[N:29]4)=[CH:24][CH:23]=3)[N:19]=2)[CH2:11][CH2:10]1)=[O:35])[CH:38]=[CH2:39], predict the reactants needed to synthesize it. (3) Given the product [CH2:30]([O:32][C:33]([C:35]1([C:38]2[CH:43]=[CH:42][C:41]([C:22]3[CH:23]=[CH:24][C:19]([C:18]4[O:17][N:16]=[C:15]([CH3:26])[C:14]=4[NH:13][C:12]([O:11][C@@H:9]([C:5]4[CH:6]=[CH:7][CH:8]=[C:3]([C:2]([F:29])([F:28])[F:1])[CH:4]=4)[CH3:10])=[O:27])=[CH:20][CH:21]=3)=[CH:40][CH:39]=2)[CH2:36][CH2:37]1)=[O:34])[CH3:31], predict the reactants needed to synthesize it. The reactants are: [F:1][C:2]([F:29])([F:28])[C:3]1[CH:4]=[C:5]([C@H:9]([O:11][C:12](=[O:27])[NH:13][C:14]2[C:15]([CH3:26])=[N:16][O:17][C:18]=2[C:19]2[CH:24]=[CH:23][C:22](Br)=[CH:21][CH:20]=2)[CH3:10])[CH:6]=[CH:7][CH:8]=1.[CH2:30]([O:32][C:33]([C:35]1([C:38]2[CH:43]=[CH:42][C:41](B3OC(C)(C)C(C)(C)O3)=[CH:40][CH:39]=2)[CH2:37][CH2:36]1)=[O:34])[CH3:31].